The task is: Binary Classification. Given a T-cell receptor sequence (or CDR3 region) and an epitope sequence, predict whether binding occurs between them.. This data is from TCR-epitope binding with 47,182 pairs between 192 epitopes and 23,139 TCRs. (1) The epitope is FQPTNGVGY. The TCR CDR3 sequence is CASSLYAAGESTEAFF. Result: 0 (the TCR does not bind to the epitope). (2) Result: 1 (the TCR binds to the epitope). The epitope is GILGFVFTL. The TCR CDR3 sequence is CAWNRGSTDTQYF. (3) The epitope is AVFDRKSDAK. The TCR CDR3 sequence is CASSSQGAGANVLTF. Result: 1 (the TCR binds to the epitope). (4) The TCR CDR3 sequence is CASSLLAGSTDTQYF. Result: 1 (the TCR binds to the epitope). The epitope is FIAGLIAIV. (5) The epitope is PROT_97E67BCC. The TCR CDR3 sequence is CASQASGRSYEQYF. Result: 1 (the TCR binds to the epitope).